From a dataset of Catalyst prediction with 721,799 reactions and 888 catalyst types from USPTO. Predict which catalyst facilitates the given reaction. (1) Product: [Cl:1][C:2]1[CH:7]=[CH:6][CH:5]=[CH:4][C:3]=1[CH:8]([O:10][C:11]([NH:12][C:13]1[CH:18]=[CH:17][N:16]=[CH:15][C:14]=1[C:19]1[CH:20]=[CH:21][C:22]([O:25][S:34]([C:37]([F:40])([F:39])[F:38])(=[O:36])=[O:35])=[CH:23][CH:24]=1)=[O:26])[CH3:9]. Reactant: [Cl:1][C:2]1[CH:7]=[CH:6][CH:5]=[CH:4][C:3]=1[CH:8]([O:10][C:11](=[O:26])[NH:12][C:13]1[CH:18]=[CH:17][N:16]=[CH:15][C:14]=1[C:19]1[CH:24]=[CH:23][C:22]([OH:25])=[CH:21][CH:20]=1)[CH3:9].C1C=CC(N([S:34]([C:37]([F:40])([F:39])[F:38])(=[O:36])=[O:35])[S:34]([C:37]([F:40])([F:39])[F:38])(=[O:36])=[O:35])=CC=1.C(=O)([O-])[O-].[Cs+].[Cs+].CCOC(C)=O.O. The catalyst class is: 3. (2) Reactant: [Cl:1][C:2]1[C:3]([F:31])=[C:4]([CH:8]2[C:12]([C:15]3[CH:20]=[CH:19][C:18]([Cl:21])=[CH:17][C:16]=3[F:22])([C:13]#[N:14])[CH:11]([CH2:23][C:24]([CH3:27])([CH3:26])[CH3:25])[NH:10][CH:9]2[C:28]([OH:30])=O)[CH:5]=[CH:6][CH:7]=1.CN(C(ON1N=NC2C=CC=NC1=2)=[N+](C)C)C.F[P-](F)(F)(F)(F)F.CCN(C(C)C)C(C)C.[Cl:65][C:66]1[CH:67]=[C:68]([CH:70]=[CH:71][C:72]=1[C:73]1[NH:77][N:76]=[N:75][N:74]=1)[NH2:69]. Product: [Cl:65][C:66]1[CH:67]=[C:68]([NH:69][C:28]([CH:9]2[CH:8]([C:4]3[CH:5]=[CH:6][CH:7]=[C:2]([Cl:1])[C:3]=3[F:31])[C:12]([C:15]3[CH:20]=[CH:19][C:18]([Cl:21])=[CH:17][C:16]=3[F:22])([C:13]#[N:14])[CH:11]([CH2:23][C:24]([CH3:27])([CH3:25])[CH3:26])[NH:10]2)=[O:30])[CH:70]=[CH:71][C:72]=1[C:73]1[NH:77][N:76]=[N:75][N:74]=1. The catalyst class is: 2.